From a dataset of Peptide-MHC class II binding affinity with 134,281 pairs from IEDB. Regression. Given a peptide amino acid sequence and an MHC pseudo amino acid sequence, predict their binding affinity value. This is MHC class II binding data. (1) The peptide sequence is RPGGAGRDGGQLRIP. The MHC is DRB3_0101 with pseudo-sequence DRB3_0101. The binding affinity (normalized) is 0. (2) The peptide sequence is APQINFFYYLGEPIV. The MHC is DRB3_0202 with pseudo-sequence DRB3_0202. The binding affinity (normalized) is 0. (3) The peptide sequence is KIEIDQDHQEEICEV. The MHC is DRB3_0202 with pseudo-sequence DRB3_0202. The binding affinity (normalized) is 0.0863. (4) The peptide sequence is GECQIVDKIDAAFKI. The MHC is DRB1_1101 with pseudo-sequence DRB1_1101. The binding affinity (normalized) is 0.495. (5) The peptide sequence is ELAAVSVDCSEYPKP. The MHC is DRB3_0101 with pseudo-sequence DRB3_0101. The binding affinity (normalized) is 0.177. (6) The peptide sequence is PIGDPQSNRNPQL. The MHC is DRB1_0301 with pseudo-sequence DRB1_0301. The binding affinity (normalized) is 0.0173.